From a dataset of NCI-60 drug combinations with 297,098 pairs across 59 cell lines. Regression. Given two drug SMILES strings and cell line genomic features, predict the synergy score measuring deviation from expected non-interaction effect. (1) Drug 1: CC(C)(C1=NC(=CC=C1)N2C3=NC(=NC=C3C(=O)N2CC=C)NC4=CC=C(C=C4)N5CCN(CC5)C)O. Drug 2: CCC1=C2CN3C(=CC4=C(C3=O)COC(=O)C4(CC)O)C2=NC5=C1C=C(C=C5)O. Cell line: UACC62. Synergy scores: CSS=48.8, Synergy_ZIP=5.40, Synergy_Bliss=7.48, Synergy_Loewe=2.19, Synergy_HSA=10.4. (2) Drug 1: CC1=C2C(C(=O)C3(C(CC4C(C3C(C(C2(C)C)(CC1OC(=O)C(C(C5=CC=CC=C5)NC(=O)OC(C)(C)C)O)O)OC(=O)C6=CC=CC=C6)(CO4)OC(=O)C)OC)C)OC. Drug 2: C1CN(P(=O)(OC1)NCCCl)CCCl. Cell line: UACC62. Synergy scores: CSS=45.4, Synergy_ZIP=6.94, Synergy_Bliss=8.48, Synergy_Loewe=-11.9, Synergy_HSA=8.63. (3) Drug 1: CN(C)C1=NC(=NC(=N1)N(C)C)N(C)C. Drug 2: C1=CC(=CC=C1CC(C(=O)O)N)N(CCCl)CCCl.Cl. Cell line: NCIH23. Synergy scores: CSS=18.1, Synergy_ZIP=-0.00534, Synergy_Bliss=6.26, Synergy_Loewe=4.62, Synergy_HSA=4.75. (4) Drug 1: C1CC(=O)NC(=O)C1N2CC3=C(C2=O)C=CC=C3N. Drug 2: CC(CN1CC(=O)NC(=O)C1)N2CC(=O)NC(=O)C2. Cell line: UO-31. Synergy scores: CSS=13.3, Synergy_ZIP=-4.30, Synergy_Bliss=-0.816, Synergy_Loewe=-2.77, Synergy_HSA=-1.07. (5) Drug 1: C1=CC(=C(C=C1I)F)NC2=C(C=CC(=C2F)F)C(=O)NOCC(CO)O. Drug 2: CC1=C(C(=CC=C1)Cl)NC(=O)C2=CN=C(S2)NC3=CC(=NC(=N3)C)N4CCN(CC4)CCO. Cell line: SK-OV-3. Synergy scores: CSS=50.7, Synergy_ZIP=-3.55, Synergy_Bliss=-5.26, Synergy_Loewe=-4.79, Synergy_HSA=-2.21. (6) Drug 2: C1C(C(OC1N2C=C(C(=O)NC2=O)F)CO)O. Synergy scores: CSS=19.8, Synergy_ZIP=-17.2, Synergy_Bliss=-37.9, Synergy_Loewe=-13.2, Synergy_HSA=-25.5. Drug 1: C1=CC(=C2C(=C1NCCNCCO)C(=O)C3=C(C=CC(=C3C2=O)O)O)NCCNCCO. Cell line: KM12. (7) Drug 1: CCC(=C(C1=CC=CC=C1)C2=CC=C(C=C2)OCCN(C)C)C3=CC=CC=C3.C(C(=O)O)C(CC(=O)O)(C(=O)O)O. Drug 2: COC1=C2C(=CC3=C1OC=C3)C=CC(=O)O2. Cell line: UACC62. Synergy scores: CSS=1.33, Synergy_ZIP=-0.217, Synergy_Bliss=-0.423, Synergy_Loewe=-1.14, Synergy_HSA=-1.84. (8) Synergy scores: CSS=49.7, Synergy_ZIP=-0.436, Synergy_Bliss=-0.0183, Synergy_Loewe=2.39, Synergy_HSA=3.26. Drug 2: C1=C(C(=O)NC(=O)N1)N(CCCl)CCCl. Drug 1: CNC(=O)C1=CC=CC=C1SC2=CC3=C(C=C2)C(=NN3)C=CC4=CC=CC=N4. Cell line: SF-539. (9) Drug 1: CC1C(C(CC(O1)OC2CC(CC3=C2C(=C4C(=C3O)C(=O)C5=CC=CC=C5C4=O)O)(C(=O)C)O)N)O. Drug 2: CC1C(C(CC(O1)OC2CC(CC3=C2C(=C4C(=C3O)C(=O)C5=C(C4=O)C(=CC=C5)OC)O)(C(=O)CO)O)N)O.Cl. Cell line: NCI/ADR-RES. Synergy scores: CSS=19.1, Synergy_ZIP=-4.88, Synergy_Bliss=1.35, Synergy_Loewe=2.05, Synergy_HSA=2.32.